This data is from Full USPTO retrosynthesis dataset with 1.9M reactions from patents (1976-2016). The task is: Predict the reactants needed to synthesize the given product. (1) Given the product [NH2:42][C@H:12]([CH2:11][C:8]1[CH:7]=[CH:6][C:5]([C:1]([CH3:4])([CH3:3])[CH3:2])=[CH:10][CH:9]=1)[C:13]([N:15]1[CH2:16][CH2:17][CH:18]([N:21]2[N:30]=[C:29]([C:31]3[CH:36]=[CH:35][C:34]([O:37][CH3:38])=[C:33]([O:39][CH3:40])[CH:32]=3)[C@@H:28]3[C@@H:23]([CH2:24][CH2:25][CH2:26][CH2:27]3)[C:22]2=[O:41])[CH2:19][CH2:20]1)=[O:14], predict the reactants needed to synthesize it. The reactants are: [C:1]([C:5]1[CH:10]=[CH:9][C:8]([CH2:11][C@@H:12]([NH:42]C(=O)OC(C)(C)C)[C:13]([N:15]2[CH2:20][CH2:19][CH:18]([N:21]3[N:30]=[C:29]([C:31]4[CH:36]=[CH:35][C:34]([O:37][CH3:38])=[C:33]([O:39][CH3:40])[CH:32]=4)[C@@H:28]4[C@@H:23]([CH2:24][CH2:25][CH2:26][CH2:27]4)[C:22]3=[O:41])[CH2:17][CH2:16]2)=[O:14])=[CH:7][CH:6]=1)([CH3:4])([CH3:3])[CH3:2].FC(F)(F)C(O)=O.C(=O)(O)[O-].[Na+]. (2) Given the product [C:1]([C:5]1[CH:6]=[C:7]([NH:32][C:33]([NH:35][C@@H:36]2[C:45]3[C:40](=[CH:41][CH:42]=[CH:43][CH:44]=3)[C@H:39]([O:46][C:47]3[CH:48]=[CH:49][C:50]4[N:51]([C:53]([N:56]5[CH2:61][CH2:60][CH2:59][CH2:58][C@@H:57]5[CH3:62])=[N:54][N:55]=4)[CH:52]=3)[CH2:38][CH2:37]2)=[O:34])[N:8]([C:10]2[CH:15]=[CH:14][C:13]([CH2:16][O:17][Si:18]([CH:25]([CH3:27])[CH3:26])([CH:22]([CH3:24])[CH3:23])[CH:19]([CH3:20])[CH3:21])=[C:12]([CH:11]=2)[O:28][CH2:29][CH2:30][O:31][S:64]([CH3:63])(=[O:66])=[O:65])[N:9]=1)([CH3:4])([CH3:3])[CH3:2], predict the reactants needed to synthesize it. The reactants are: [C:1]([C:5]1[CH:6]=[C:7]([NH:32][C:33]([NH:35][C@@H:36]2[C:45]3[C:40](=[CH:41][CH:42]=[CH:43][CH:44]=3)[C@H:39]([O:46][C:47]3[CH:48]=[CH:49][C:50]4[N:51]([C:53]([N:56]5[CH2:61][CH2:60][CH2:59][CH2:58][C@@H:57]5[CH3:62])=[N:54][N:55]=4)[CH:52]=3)[CH2:38][CH2:37]2)=[O:34])[N:8]([C:10]2[CH:15]=[CH:14][C:13]([CH2:16][O:17][Si:18]([CH:25]([CH3:27])[CH3:26])([CH:22]([CH3:24])[CH3:23])[CH:19]([CH3:21])[CH3:20])=[C:12]([O:28][CH2:29][CH2:30][OH:31])[CH:11]=2)[N:9]=1)([CH3:4])([CH3:3])[CH3:2].[CH3:63][S:64](Cl)(=[O:66])=[O:65].CCN(C(C)C)C(C)C.